This data is from Forward reaction prediction with 1.9M reactions from USPTO patents (1976-2016). The task is: Predict the product of the given reaction. (1) Given the reactants [CH3:1][O:2][CH2:3][CH2:4][CH2:5][CH2:6][S:7][C:8]1[CH:13]=[CH:12][NH:11][C:10](=[S:14])[C:9]=1[CH3:15].[Cl:16][CH2:17][C:18]1[NH:19][C:20]2[CH:26]=[CH:25][CH:24]=[CH:23][C:21]=2[N:22]=1.[OH-].[Na+], predict the reaction product. The product is: [ClH:16].[CH3:1][O:2][CH2:3][CH2:4][CH2:5][CH2:6][S:7][C:8]1[CH:13]=[CH:12][N:11]=[C:10]([S:14][CH2:17][C:18]2[NH:22][C:21]3[CH:23]=[CH:24][CH:25]=[CH:26][C:20]=3[N:19]=2)[C:9]=1[CH3:15]. (2) Given the reactants [Cl:1][C:2]1[CH:3]=[C:4]([NH2:20])[C:5]([NH2:19])=[CH:6][C:7]=1[C:8]1[CH:13]=[CH:12][C:11]([C:14]([F:17])([F:16])[F:15])=[CH:10][C:9]=1[Cl:18], predict the reaction product. The product is: [Cl:1][C:2]1[C:7]([C:8]2[CH:13]=[CH:12][C:11]([C:14]([F:17])([F:15])[F:16])=[CH:10][C:9]=2[Cl:18])=[CH:6][C:5]2[NH:19][C:11]([C:14]([F:17])([F:16])[F:15])=[N:20][C:4]=2[CH:3]=1. (3) Given the reactants [F:1][C:2]1[CH:7]=[CH:6][C:5]([C:8]2[NH:13][C:12](=[O:14])[CH:11]=[C:10]([C:15]3[CH:20]=[CH:19][CH:18]=[CH:17][CH:16]=3)[CH:9]=2)=[CH:4][CH:3]=1.Br[CH2:22][CH2:23][CH2:24][CH2:25][C:26]([CH3:30])([CH3:29])[C:27]#[N:28], predict the reaction product. The product is: [CH3:29][C:26]([CH3:30])([CH2:25][CH2:24][CH2:23][CH2:22][O:14][C:12]1[CH:11]=[C:10]([C:15]2[CH:16]=[CH:17][CH:18]=[CH:19][CH:20]=2)[CH:9]=[C:8]([C:5]2[CH:6]=[CH:7][C:2]([F:1])=[CH:3][CH:4]=2)[N:13]=1)[C:27]#[N:28]. (4) Given the reactants [Cl:1][C:2]1[CH:7]=[CH:6][C:5](/[CH:8]=[CH:9]/[C:10]([OH:12])=O)=[C:4]([CH2:13][N:14]2[N:18]=[N:17][C:16]([CH3:19])=[N:15]2)[CH:3]=1.CN(C(ON1N=NC2C=CC=NC1=2)=[N+](C)C)C.F[P-](F)(F)(F)(F)F.[NH:44]1[CH2:49][CH2:48][CH:47]([OH:50])[CH2:46][CH2:45]1.CCN(C(C)C)C(C)C, predict the reaction product. The product is: [Cl:1][C:2]1[CH:7]=[CH:6][C:5](/[CH:8]=[CH:9]/[C:10]([N:44]2[CH2:49][CH2:48][CH:47]([OH:50])[CH2:46][CH2:45]2)=[O:12])=[C:4]([CH2:13][N:14]2[N:18]=[N:17][C:16]([CH3:19])=[N:15]2)[CH:3]=1. (5) Given the reactants [NH:1]1[C:5]([C:6]2[CH:7]=[C:8]([NH:12][C:13]([CH:15]3[CH:19]([C:20]4[CH:25]=[CH:24][CH:23]=[C:22]([Cl:26])[C:21]=4[CH3:27])[C:18]([C:30]4[CH:35]=[CH:34][C:33]([Cl:36])=[CH:32][C:31]=4[F:37])([C:28]#[N:29])[CH:17]([CH2:38][C:39]([CH3:42])([CH3:41])[CH3:40])[NH:16]3)=[O:14])[CH:9]=[CH:10][CH:11]=2)=[N:4][N:3]=[N:2]1.[C:43](=O)(O)[O-].[Na+].S(OC)(OC)(=O)=O, predict the reaction product. The product is: [CH3:43][N:4]1[C:5]([C:6]2[CH:7]=[C:8]([NH:12][C:13]([CH:15]3[CH:19]([C:20]4[CH:25]=[CH:24][CH:23]=[C:22]([Cl:26])[C:21]=4[CH3:27])[C:18]([C:30]4[CH:35]=[CH:34][C:33]([Cl:36])=[CH:32][C:31]=4[F:37])([C:28]#[N:29])[CH:17]([CH2:38][C:39]([CH3:42])([CH3:41])[CH3:40])[NH:16]3)=[O:14])[CH:9]=[CH:10][CH:11]=2)=[N:1][N:2]=[N:3]1.